This data is from Catalyst prediction with 721,799 reactions and 888 catalyst types from USPTO. The task is: Predict which catalyst facilitates the given reaction. Reactant: Br[C:2]1[CH:7]=[C:6]([F:8])[CH:5]=[C:4]([Br:9])[CH:3]=1.C(O[K])(C)(C)C.[CH3:16][N:17]([CH3:22])[CH2:18][CH2:19][NH:20]C. Product: [Br:9][C:4]1[CH:3]=[C:2]([NH:20][CH2:19][CH2:18][N:17]([CH3:22])[CH3:16])[CH:7]=[C:6]([F:8])[CH:5]=1. The catalyst class is: 11.